Dataset: Reaction yield outcomes from USPTO patents with 853,638 reactions. Task: Predict the reaction yield, written as a fraction of the theoretical maximum amount of product (1.0 means a 100% yield; for example, 0.34 means a 34% yield). (1) The product is [CH3:1][O:2][C:3]1[CH:4]=[C:5]2[C:9](=[CH:10][CH:11]=1)[C:8](=[O:12])[N:7]([CH:16]([CH:22]([CH3:24])[CH3:23])[C:17]([O:19][CH2:20][CH3:21])=[O:18])[CH2:6]2. The catalyst is CN(C=O)C. The reactants are [CH3:1][O:2][C:3]1[CH:4]=[C:5]2[C:9](=[CH:10][CH:11]=1)[C:8](=[O:12])[NH:7][CH2:6]2.[H-].[Na+].Br[CH:16]([CH:22]([CH3:24])[CH3:23])[C:17]([O:19][CH2:20][CH3:21])=[O:18].[Cl-].[NH4+]. The yield is 0.230. (2) The reactants are [F:1][C:2]1[CH:7]=[C:6]([C:8]([F:11])([F:10])[F:9])[CH:5]=[CH:4][C:3]=1[C:12]1[N:17]=[CH:16][N:15]=[C:14]([NH:18][C:19]2[CH:24]=[CH:23][C:22]([S:25]([NH2:28])(=[O:27])=[O:26])=[CH:21][CH:20]=2)[C:13]=1[N+:29]([O-])=O. The catalyst is CO.C(Cl)(Cl)Cl.[Ni]. The product is [NH2:29][C:13]1[C:14]([NH:18][C:19]2[CH:20]=[CH:21][C:22]([S:25]([NH2:28])(=[O:26])=[O:27])=[CH:23][CH:24]=2)=[N:15][CH:16]=[N:17][C:12]=1[C:3]1[CH:4]=[CH:5][C:6]([C:8]([F:9])([F:11])[F:10])=[CH:7][C:2]=1[F:1]. The yield is 0.770. (3) The product is [CH2:1]([C:3](=[C:4]1[CH:8]2[CH2:16][CH2:17][CH:5]1[CH:6]([C:12](=[O:13])[CH3:11])[CH2:7]2)[CH2:9][CH3:10])[CH3:2]. The yield is 0.500. The reactants are [CH2:1]([C:3]([CH2:9][CH3:10])=[C:4]1[CH:8]=[CH:7][CH:6]=[CH:5]1)[CH3:2].[CH3:11][C:12](C=C)=[O:13].[C:16]1(C)C=CC=C[CH:17]=1.CCCCCC. The catalyst is [Pd]. (4) The reactants are [F:1][C:2]1[CH:7]=[CH:6][C:5]([N:8]2[C:12](=[O:13])[NH:11][N:10]=[N:9]2)=[C:4]([O:14][CH:15]([CH3:17])[CH3:16])[CH:3]=1.[C:18]([O-])([O-])=O.[K+].[K+].IC. The catalyst is CN(C=O)C. The product is [F:1][C:2]1[CH:7]=[CH:6][C:5]([N:8]2[C:12](=[O:13])[N:11]([CH3:18])[N:10]=[N:9]2)=[C:4]([O:14][CH:15]([CH3:17])[CH3:16])[CH:3]=1. The yield is 0.810. (5) The reactants are [C:1]([C:4]1[CH:5]=[N:6][C:7]2[C:12]([C:13]=1[NH:14][CH:15]1[CH2:20][CH2:19][CH:18]([NH:21][C:22](=[O:35])[CH:23]([NH:27]C(=O)OC(C)(C)C)[CH:24]([CH3:26])[CH3:25])[CH2:17][CH2:16]1)=[N:11][C:10]([C:36]1[CH:41]=[C:40]([Cl:42])[C:39]([OH:43])=[C:38]([Cl:44])[CH:37]=1)=[CH:9][CH:8]=2)(=[O:3])[CH3:2].[ClH:45]. No catalyst specified. The product is [ClH:42].[ClH:45].[C:1]([C:4]1[CH:5]=[N:6][C:7]2[C:12]([C:13]=1[NH:14][C@H:15]1[CH2:20][CH2:19][C@H:18]([NH:21][C:22](=[O:35])[CH:23]([NH2:27])[CH:24]([CH3:26])[CH3:25])[CH2:17][CH2:16]1)=[N:11][C:10]([C:36]1[CH:37]=[C:38]([Cl:44])[C:39]([OH:43])=[C:40]([Cl:42])[CH:41]=1)=[CH:9][CH:8]=2)(=[O:3])[CH3:2]. The yield is 0.470. (6) The reactants are [F:1][C:2]1([F:17])[CH2:7][CH2:6][CH2:5][N:4]([C:8]2[N:12]([CH3:13])[N:11]=[CH:10][C:9]=2[N+:14]([O-])=O)[CH2:3]1.[C:18]([O:22][C:23]([NH:25][C:26]1[S:30][C:29]([C:31]2[C:36]([F:37])=[CH:35][CH:34]=[CH:33][C:32]=2[F:38])=[N:28][C:27]=1[C:39](O)=[O:40])=[O:24])([CH3:21])([CH3:20])[CH3:19]. No catalyst specified. The product is [F:38][C:32]1[CH:33]=[CH:34][CH:35]=[C:36]([F:37])[C:31]=1[C:29]1[S:30][C:26]([NH:25][C:23](=[O:24])[O:22][C:18]([CH3:20])([CH3:19])[CH3:21])=[C:27]([C:39](=[O:40])[NH:14][C:9]2[CH:10]=[N:11][N:12]([CH3:13])[C:8]=2[N:4]2[CH2:5][CH2:6][CH2:7][C:2]([F:17])([F:1])[CH2:3]2)[N:28]=1. The yield is 0.200. (7) The reactants are [F:1][C:2]1[CH:7]=[CH:6][CH:5]=[CH:4][C:3]=1[NH:8][C:9]1[N:10]([C@H:27]2[CH2:32][CH2:31][C@H:30]([C:33](OCC)=[O:34])[CH2:29][CH2:28]2)[C:11]2[C:16]([N:17]=1)=[CH:15][N:14]=[C:13]([NH:18][C:19]1[CH:24]=[CH:23][C:22]([O:25][CH3:26])=[CH:21][CH:20]=1)[N:12]=2.[H-].[H-].[H-].[H-].[Li+].[Al+3].C(O)(C(F)(F)F)=O. The catalyst is C1COCC1. The product is [F:1][C:2]1[CH:7]=[CH:6][CH:5]=[CH:4][C:3]=1[NH:8][C:9]1[N:10]([C@H:27]2[CH2:32][CH2:31][C@H:30]([CH2:33][OH:34])[CH2:29][CH2:28]2)[C:11]2[C:16]([N:17]=1)=[CH:15][N:14]=[C:13]([NH:18][C:19]1[CH:24]=[CH:23][C:22]([O:25][CH3:26])=[CH:21][CH:20]=1)[N:12]=2. The yield is 0.500. (8) The reactants are C(O[C:4](=[O:11])[CH2:5][N:6]1[N:10]=[CH:9][CH:8]=[N:7]1)C.O.[NH2:13][NH2:14]. The catalyst is C(O)C. The product is [N:10]1[N:6]([CH2:5][C:4]([NH:13][NH2:14])=[O:11])[N:7]=[CH:8][CH:9]=1. The yield is 0.680. (9) The reactants are [F:1][C:2]1[CH:3]=[C:4]([NH:10][C:11]2[C:16]([C:17]3[N:22]=[C:21]([CH3:23])[N:20]=[C:19]([N:24](CC4C=CC(OC)=CC=4)CC4C=CC(OC)=CC=4)[N:18]=3)=[CH:15][C:14]([C@H:43]([N:45]3[CH2:50][CH2:49][N:48]([S:51]([CH3:54])(=[O:53])=[O:52])[CH2:47][C@H:46]3[CH3:55])[CH3:44])=[CH:13][N:12]=2)[CH:5]=[N:6][C:7]=1[O:8][CH3:9].FC(F)(F)C(O)=O.FC(F)(F)S(O)(=O)=O. No catalyst specified. The product is [F:1][C:2]1[CH:3]=[C:4]([NH:10][C:11]2[C:16]([C:17]3[N:22]=[C:21]([CH3:23])[N:20]=[C:19]([NH2:24])[N:18]=3)=[CH:15][C:14]([C@H:43]([N:45]3[CH2:50][CH2:49][N:48]([S:51]([CH3:54])(=[O:53])=[O:52])[CH2:47][C@H:46]3[CH3:55])[CH3:44])=[CH:13][N:12]=2)[CH:5]=[N:6][C:7]=1[O:8][CH3:9]. The yield is 0.525. (10) The reactants are [CH2:1]([N:3]1[CH2:7][CH2:6][CH2:5][CH:4]1[CH2:8][O:9][C:10]1[CH:11]=[C:12]2[C:17](=[CH:18][CH:19]=1)[CH:16]=[C:15]([C:20]1[C:28]3[C:23](=[CH:24][CH:25]=[C:26](C#N)[CH:27]=3)[N:22](C3CCCCO3)[N:21]=1)[CH:14]=[CH:13]2)[CH3:2].[OH-].[K+].F[P-](F)(F)(F)(F)F.N1([O:55][C:56](N(C)C)=[N+](C)C)C2C=CC=CC=2N=N1.O.ON1C2C=CC=CC=2N=N1.C(N(CC)CC)C.[CH:81]([NH2:85])([CH2:83][CH3:84])[CH3:82]. The catalyst is C(O)C.O. The product is [CH:81]([NH:85][C:56]([C:26]1[CH:27]=[C:28]2[C:23](=[CH:24][CH:25]=1)[NH:22][N:21]=[C:20]2[C:15]1[CH:14]=[CH:13][C:12]2[C:17](=[CH:18][CH:19]=[C:10]([O:9][CH2:8][CH:4]3[CH2:5][CH2:6][CH2:7][N:3]3[CH2:1][CH3:2])[CH:11]=2)[CH:16]=1)=[O:55])([CH2:83][CH3:84])[CH3:82]. The yield is 0.650.